Dataset: Full USPTO retrosynthesis dataset with 1.9M reactions from patents (1976-2016). Task: Predict the reactants needed to synthesize the given product. (1) Given the product [S:10]1[CH:11]=[CH:7][N:8]=[C:9]1[C:15]#[C:14][CH2:13][CH2:12][N:16]1[C:20](=[O:21])[C:19]2[C:18](=[CH:25][CH:24]=[CH:23][CH:22]=2)[C:17]1=[O:26], predict the reactants needed to synthesize it. The reactants are: O1CCCC1.Br[C:7]1[N:8]=[CH:9][S:10][CH:11]=1.[CH2:12]([N:16]1[C:20](=[O:21])[C:19]2=[CH:22][CH:23]=[CH:24][CH:25]=[C:18]2[C:17]1=[O:26])[CH2:13][C:14]#[CH:15]. (2) Given the product [CH2:27]=[CH:26][C:25]([O:8][C:4]1[CH:5]=[C:6]([Cl:7])[CH:1]=[CH:2][C:3]=1[O:9][C:10]1[CH:15]=[CH:14][C:13]([Cl:16])=[CH:12][C:11]=1[Cl:17])=[O:28], predict the reactants needed to synthesize it. The reactants are: [CH:1]1[C:6]([Cl:7])=[CH:5][C:4]([OH:8])=[C:3]([O:9][C:10]2[CH:15]=[CH:14][C:13]([Cl:16])=[CH:12][C:11]=2[Cl:17])[CH:2]=1.C(N(CC)CC)C.[C:25](Cl)(=[O:28])[CH:26]=[CH2:27]. (3) Given the product [F:1][C:2]1[CH:8]=[CH:7][C:5]([NH:6][C:14]2[C:15]3[C:22]([CH3:23])=[C:21]([C:24]([O:26][CH3:27])=[O:25])[S:20][C:16]=3[N:17]=[CH:18][N:19]=2)=[C:4]([O:9][CH:10]([CH3:12])[CH3:11])[CH:3]=1, predict the reactants needed to synthesize it. The reactants are: [F:1][C:2]1[CH:8]=[CH:7][C:5]([NH2:6])=[C:4]([O:9][CH:10]([CH3:12])[CH3:11])[CH:3]=1.Cl[C:14]1[C:15]2[C:22]([CH3:23])=[C:21]([C:24]([O:26][CH3:27])=[O:25])[S:20][C:16]=2[N:17]=[CH:18][N:19]=1. (4) Given the product [C:15]1([O:14][CH2:13][CH2:12][CH2:11][C:10]2[C:6]3[CH:5]=[CH:4][CH:3]=[C:2]([C:29]4[CH:30]=[CH:31][CH:32]=[CH:33][C:28]=4[CH3:37])[C:7]=3[S:8][C:9]=2[C:25]([OH:27])=[O:26])[C:24]2[C:19](=[CH:20][CH:21]=[CH:22][CH:23]=2)[CH:18]=[CH:17][CH:16]=1, predict the reactants needed to synthesize it. The reactants are: Cl[C:2]1[C:7]2[S:8][C:9]([C:25]([OH:27])=[O:26])=[C:10]([CH2:11][CH2:12][CH2:13][O:14][C:15]3[C:24]4[C:19](=[CH:20][CH:21]=[CH:22][CH:23]=4)[CH:18]=[CH:17][CH:16]=3)[C:6]=2[CH:5]=[CH:4][CH:3]=1.[C:28]1([CH3:37])[CH:33]=[CH:32][CH:31]=[CH:30][C:29]=1B(O)O.C(=O)([O-])[O-].[K+].[K+].O.CC#N. (5) Given the product [S:17]1[C:21]2[C:22](/[CH:26]=[CH:11]/[C:12]([O:14][CH2:15][CH3:16])=[O:13])=[CH:23][CH:24]=[CH:25][C:20]=2[N:19]=[N:18]1, predict the reactants needed to synthesize it. The reactants are: [H-].[Na+].C(OP([CH2:11][C:12]([O:14][CH2:15][CH3:16])=[O:13])(OCC)=O)C.[S:17]1[C:21]2[C:22]([CH:26]=O)=[CH:23][CH:24]=[CH:25][C:20]=2[N:19]=[N:18]1.O.